Dataset: NCI-60 drug combinations with 297,098 pairs across 59 cell lines. Task: Regression. Given two drug SMILES strings and cell line genomic features, predict the synergy score measuring deviation from expected non-interaction effect. Drug 1: CCC(=C(C1=CC=CC=C1)C2=CC=C(C=C2)OCCN(C)C)C3=CC=CC=C3.C(C(=O)O)C(CC(=O)O)(C(=O)O)O. Drug 2: CC(C)(C#N)C1=CC(=CC(=C1)CN2C=NC=N2)C(C)(C)C#N. Cell line: T-47D. Synergy scores: CSS=11.4, Synergy_ZIP=-3.52, Synergy_Bliss=1.62, Synergy_Loewe=1.85, Synergy_HSA=2.19.